The task is: Predict the product of the given reaction.. This data is from Forward reaction prediction with 1.9M reactions from USPTO patents (1976-2016). (1) Given the reactants [NH2:1][C:2]1[CH:13]=[CH:12][C:5]([C:6]([NH:8][CH2:9][CH2:10][CH3:11])=[O:7])=[CH:4][CH:3]=1.Cl[C:15]1[N:16]=[C:17]([NH:34][CH2:35][C:36]([F:39])([F:38])[F:37])[C:18]2[CH:23]=[CH:22][N:21]([S:24]([C:27]3[CH:32]=[CH:31][C:30]([CH3:33])=[CH:29][CH:28]=3)(=[O:26])=[O:25])[C:19]=2[N:20]=1.C(=O)([O-])[O-].[K+].[K+], predict the reaction product. The product is: [CH3:33][C:30]1[CH:31]=[CH:32][C:27]([S:24]([N:21]2[C:19]3[N:20]=[C:15]([NH:1][C:2]4[CH:3]=[CH:4][C:5]([C:6]([NH:8][CH2:9][CH2:10][CH3:11])=[O:7])=[CH:12][CH:13]=4)[N:16]=[C:17]([NH:34][CH2:35][C:36]([F:39])([F:37])[F:38])[C:18]=3[CH:23]=[CH:22]2)(=[O:25])=[O:26])=[CH:28][CH:29]=1. (2) Given the reactants Br[C:2]1[CH:7]=[CH:6][N:5]2[N:8]=[C:9]([C:11]3[CH:16]=[CH:15][C:14]([CH3:17])=[CH:13][CH:12]=3)[CH:10]=[C:4]2[CH:3]=1.[CH:18]([C:20]1[CH:21]=[C:22](B(O)O)[CH:23]=[CH:24][CH:25]=1)=[O:19].C(=O)([O-])[O-].[Cs+].[Cs+].O1CCCC1, predict the reaction product. The product is: [C:14]1([CH3:17])[CH:15]=[CH:16][C:11]([C:9]2[CH:10]=[C:4]3[CH:3]=[C:2]([C:24]4[CH:25]=[C:20]([CH:21]=[CH:22][CH:23]=4)[CH:18]=[O:19])[CH:7]=[CH:6][N:5]3[N:8]=2)=[CH:12][CH:13]=1. (3) Given the reactants [CH3:1][O:2][C:3]1[CH:8]=[CH:7][C:6]([C:9]2[N:10]=[C:11](S(C)(=O)=O)[O:12][C:13]=2[C:14]2[CH:19]=[CH:18][C:17]([O:20][CH3:21])=[CH:16][CH:15]=2)=[CH:5][CH:4]=1.[NH2:26][C:27]1[CH:32]=[CH:31][CH:30]=[CH:29][N:28]=1.[H-].[Na+], predict the reaction product. The product is: [CH3:1][O:2][C:3]1[CH:8]=[CH:7][C:6]([C:9]2[N:10]=[C:11]([NH:26][C:27]3[CH:32]=[CH:31][CH:30]=[CH:29][N:28]=3)[O:12][C:13]=2[C:14]2[CH:19]=[CH:18][C:17]([O:20][CH3:21])=[CH:16][CH:15]=2)=[CH:5][CH:4]=1. (4) Given the reactants [N+:1]([C:4]1[NH:8][C:7]([C:9]([OH:11])=[O:10])=[CH:6][CH:5]=1)([O-:3])=[O:2].[CH2:12](Br)[C:13]1[CH:18]=[CH:17][CH:16]=[CH:15][CH:14]=1, predict the reaction product. The product is: [CH2:12]([O:10][C:9]([C:7]1[N:8]([CH2:12][C:13]2[CH:18]=[CH:17][CH:16]=[CH:15][CH:14]=2)[C:4]([N+:1]([O-:3])=[O:2])=[CH:5][CH:6]=1)=[O:11])[C:13]1[CH:18]=[CH:17][CH:16]=[CH:15][CH:14]=1. (5) Given the reactants [CH2:1]([O:3][C:4]([C:6]1[C:10]2[CH:11]=[CH:12][C:13]([O:15]C)=[CH:14][C:9]=2[O:8][CH:7]=1)=[O:5])[CH3:2].B(Br)(Br)Br.C(=O)([O-])O.[Na+], predict the reaction product. The product is: [CH2:1]([O:3][C:4]([C:6]1[C:10]2[CH:11]=[CH:12][C:13]([OH:15])=[CH:14][C:9]=2[O:8][CH:7]=1)=[O:5])[CH3:2]. (6) Given the reactants [CH3:1]C([O-])(C)C.[K+].[CH2:7]([O:9][C:10]([CH:12]1[CH2:17][CH2:16][C:15](=O)[CH2:14][CH2:13]1)=[O:11])[CH3:8].[NH4+].[Cl-], predict the reaction product. The product is: [CH2:7]([O:9][C:10]([CH:12]1[CH2:17][CH2:16][C:15](=[CH2:1])[CH2:14][CH2:13]1)=[O:11])[CH3:8]. (7) Given the reactants COC(=O)CCCC1OC=C(C2C=CC=CC=2[N+]([O-])=O)N=1.Br[CH2:23][C:24]([C:26]1[CH:31]=[CH:30][CH:29]=[CH:28][C:27]=1[N+:32]([O-:34])=[O:33])=O.[CH3:35][O:36][C:37](=[O:43])[CH2:38][CH2:39][C:40]([NH2:42])=[O:41], predict the reaction product. The product is: [CH3:35][O:36][C:37](=[O:43])[CH2:38][CH2:39][C:40]1[O:41][CH:23]=[C:24]([C:26]2[CH:31]=[CH:30][CH:29]=[CH:28][C:27]=2[N+:32]([O-:34])=[O:33])[N:42]=1.